This data is from NCI-60 drug combinations with 297,098 pairs across 59 cell lines. The task is: Regression. Given two drug SMILES strings and cell line genomic features, predict the synergy score measuring deviation from expected non-interaction effect. (1) Drug 1: CCCS(=O)(=O)NC1=C(C(=C(C=C1)F)C(=O)C2=CNC3=C2C=C(C=N3)C4=CC=C(C=C4)Cl)F. Drug 2: CCC1=C2CN3C(=CC4=C(C3=O)COC(=O)C4(CC)O)C2=NC5=C1C=C(C=C5)O. Cell line: SW-620. Synergy scores: CSS=28.0, Synergy_ZIP=11.1, Synergy_Bliss=3.82, Synergy_Loewe=-39.9, Synergy_HSA=-8.93. (2) Drug 1: C1CC(=O)NC(=O)C1N2CC3=C(C2=O)C=CC=C3N. Drug 2: CC=C1C(=O)NC(C(=O)OC2CC(=O)NC(C(=O)NC(CSSCCC=C2)C(=O)N1)C(C)C)C(C)C. Cell line: HOP-92. Synergy scores: CSS=33.7, Synergy_ZIP=-0.811, Synergy_Bliss=-1.64, Synergy_Loewe=-0.247, Synergy_HSA=-0.228. (3) Drug 1: C1=CC(=CC=C1C#N)C(C2=CC=C(C=C2)C#N)N3C=NC=N3. Drug 2: CC1C(C(CC(O1)OC2CC(OC(C2O)C)OC3=CC4=CC5=C(C(=O)C(C(C5)C(C(=O)C(C(C)O)O)OC)OC6CC(C(C(O6)C)O)OC7CC(C(C(O7)C)O)OC8CC(C(C(O8)C)O)(C)O)C(=C4C(=C3C)O)O)O)O. Cell line: HS 578T. Synergy scores: CSS=21.8, Synergy_ZIP=-1.21, Synergy_Bliss=-1.77, Synergy_Loewe=-19.4, Synergy_HSA=-0.959. (4) Drug 1: CC(C1=C(C=CC(=C1Cl)F)Cl)OC2=C(N=CC(=C2)C3=CN(N=C3)C4CCNCC4)N. Drug 2: CC1=C(C(=CC=C1)Cl)NC(=O)C2=CN=C(S2)NC3=CC(=NC(=N3)C)N4CCN(CC4)CCO. Cell line: A549. Synergy scores: CSS=49.7, Synergy_ZIP=4.53, Synergy_Bliss=13.2, Synergy_Loewe=-5.27, Synergy_HSA=14.4. (5) Drug 1: C1=NC2=C(N1)C(=S)N=C(N2)N. Drug 2: CS(=O)(=O)CCNCC1=CC=C(O1)C2=CC3=C(C=C2)N=CN=C3NC4=CC(=C(C=C4)OCC5=CC(=CC=C5)F)Cl. Cell line: SR. Synergy scores: CSS=44.3, Synergy_ZIP=-3.19, Synergy_Bliss=-8.14, Synergy_Loewe=-18.2, Synergy_HSA=-7.36. (6) Drug 1: CC1=C2C(C(=O)C3(C(CC4C(C3C(C(C2(C)C)(CC1OC(=O)C(C(C5=CC=CC=C5)NC(=O)OC(C)(C)C)O)O)OC(=O)C6=CC=CC=C6)(CO4)OC(=O)C)O)C)O. Drug 2: C(CN)CNCCSP(=O)(O)O. Cell line: UO-31. Synergy scores: CSS=8.07, Synergy_ZIP=-4.92, Synergy_Bliss=-2.62, Synergy_Loewe=-1.50, Synergy_HSA=-1.50. (7) Drug 1: C(CC(=O)O)C(=O)CN.Cl. Drug 2: C1CNP(=O)(OC1)N(CCCl)CCCl. Cell line: UACC-257. Synergy scores: CSS=8.21, Synergy_ZIP=-1.28, Synergy_Bliss=1.00, Synergy_Loewe=-3.11, Synergy_HSA=-0.718. (8) Drug 1: COC1=C(C=C2C(=C1)N=CN=C2NC3=CC(=C(C=C3)F)Cl)OCCCN4CCOCC4. Drug 2: CCC1=CC2CC(C3=C(CN(C2)C1)C4=CC=CC=C4N3)(C5=C(C=C6C(=C5)C78CCN9C7C(C=CC9)(C(C(C8N6C)(C(=O)OC)O)OC(=O)C)CC)OC)C(=O)OC.C(C(C(=O)O)O)(C(=O)O)O. Cell line: RXF 393. Synergy scores: CSS=46.5, Synergy_ZIP=4.70, Synergy_Bliss=4.50, Synergy_Loewe=6.51, Synergy_HSA=8.90. (9) Drug 1: CC1=C(C=C(C=C1)C(=O)NC2=CC(=CC(=C2)C(F)(F)F)N3C=C(N=C3)C)NC4=NC=CC(=N4)C5=CN=CC=C5. Drug 2: CC(C)(C#N)C1=CC(=CC(=C1)CN2C=NC=N2)C(C)(C)C#N. Cell line: SW-620. Synergy scores: CSS=10.0, Synergy_ZIP=-2.85, Synergy_Bliss=-1.16, Synergy_Loewe=2.04, Synergy_HSA=-0.695.